This data is from Catalyst prediction with 721,799 reactions and 888 catalyst types from USPTO. The task is: Predict which catalyst facilitates the given reaction. (1) Reactant: [S:1]1[C:5]2[CH:6]=[CH:7][CH:8]=[CH:9][C:4]=2[N:3]=[C:2]1[NH:10][C:11](=[O:19])[C:12]1[CH:17]=[CH:16][CH:15]=[C:14]([CH3:18])[CH:13]=1.Br[CH2:21][C:22]([O:24][CH2:25][CH3:26])=[O:23].C(=O)([O-])[O-].[K+].[K+]. Product: [CH3:18][C:14]1[CH:13]=[C:12]([CH:17]=[CH:16][CH:15]=1)[C:11]([N:10]=[C:2]1[N:3]([CH2:21][C:22]([O:24][CH2:25][CH3:26])=[O:23])[C:4]2[CH:9]=[CH:8][CH:7]=[CH:6][C:5]=2[S:1]1)=[O:19]. The catalyst class is: 9. (2) Reactant: C[O:2][C:3](=[O:32])[CH:4]([O:6][C:7]1[CH:16]=[CH:15][C:14]([F:17])=[C:13]2[C:8]=1[C:9]([CH3:31])=[C:10]([CH2:22][C:23]1[CH:28]=[CH:27][C:26]([Cl:29])=[CH:25][C:24]=1[Cl:30])[C:11]([O:18][CH:19]([F:21])[F:20])=[N:12]2)[CH3:5].CO.[OH-].[Li+]. Product: [Cl:30][C:24]1[CH:25]=[C:26]([Cl:29])[CH:27]=[CH:28][C:23]=1[CH2:22][C:10]1[C:11]([O:18][CH:19]([F:20])[F:21])=[N:12][C:13]2[C:8]([C:9]=1[CH3:31])=[C:7]([O:6][CH:4]([CH3:5])[C:3]([OH:32])=[O:2])[CH:16]=[CH:15][C:14]=2[F:17]. The catalyst class is: 6. (3) Reactant: [C:1]([OH:8])(=[O:7])/[CH:2]=[CH:3]/[C:4]([OH:6])=[O:5].[S:9]1[CH:13]=[CH:12][C:11]2[C:14]([N:18]3[CH2:23][CH2:22][N:21]([CH2:24][CH2:25][CH2:26][CH2:27][O:28][C:29]4[CH:38]=[C:37]5[C:32]([CH:33]=[CH:34][C:35](=[O:39])[NH:36]5)=[CH:31][CH:30]=4)[CH2:20][CH2:19]3)=[CH:15][CH:16]=[CH:17][C:10]1=2. Product: [C:1]([OH:8])(=[O:7])/[CH:2]=[CH:3]/[C:4]([OH:6])=[O:5].[S:9]1[CH:13]=[CH:12][C:11]2[C:14]([N:18]3[CH2:19][CH2:20][N:21]([CH2:24][CH2:25][CH2:26][CH2:27][O:28][C:29]4[CH:38]=[C:37]5[C:32]([CH:33]=[CH:34][C:35](=[O:39])[NH:36]5)=[CH:31][CH:30]=4)[CH2:22][CH2:23]3)=[CH:15][CH:16]=[CH:17][C:10]1=2. The catalyst class is: 138. (4) Reactant: [Br:1][C:2]1[CH:3]=[C:4]([C:9](=O)/[CH:10]=[CH:11]/[C:12]2[CH:17]=[CH:16][CH:15]=[C:14]([Br:18])[CH:13]=2)[CH:5]=[C:6]([F:8])[CH:7]=1.O.[NH:21]1[C:25]([NH2:26])=[N:24][N:23]=[N:22]1. Product: [Br:1][C:2]1[CH:3]=[C:4]([C:9]2[NH:26][C:25]3[N:21]([N:22]=[N:23][N:24]=3)[CH:11]([C:12]3[CH:17]=[CH:16][CH:15]=[C:14]([Br:18])[CH:13]=3)[CH:10]=2)[CH:5]=[C:6]([F:8])[CH:7]=1. The catalyst class is: 85.